From a dataset of Reaction yield outcomes from USPTO patents with 853,638 reactions. Predict the reaction yield, written as a fraction of the theoretical maximum amount of product (1.0 means a 100% yield; for example, 0.34 means a 34% yield). (1) The reactants are [CH2:1]([O:8][C:9]1[CH:14]=[CH:13][C:12]([C:15]2[O:16][C:17]3[CH:27]=[C:26]([N:28]([CH2:33][C:34]4[CH:39]=[CH:38][C:37]([O:40][CH3:41])=[CH:36][CH:35]=4)[S:29]([CH3:32])(=[O:31])=[O:30])[C:25]([CH:42]4[CH2:44][CH2:43]4)=[CH:24][C:18]=3[C:19]=2[C:20](OC)=[O:21])=[CH:11][CH:10]=1)[C:2]1[CH:7]=[CH:6][CH:5]=[CH:4][CH:3]=1.[H-].[Al+3].[Li+].[H-].[H-].[H-].O.[OH-].[Na+]. The catalyst is O1CCCC1.C(OCC)(=O)C. The product is [CH2:1]([O:8][C:9]1[CH:10]=[CH:11][C:12]([C:15]2[O:16][C:17]3[CH:27]=[C:26]([N:28]([CH2:33][C:34]4[CH:35]=[CH:36][C:37]([O:40][CH3:41])=[CH:38][CH:39]=4)[S:29]([CH3:32])(=[O:31])=[O:30])[C:25]([CH:42]4[CH2:43][CH2:44]4)=[CH:24][C:18]=3[C:19]=2[CH2:20][OH:21])=[CH:13][CH:14]=1)[C:2]1[CH:3]=[CH:4][CH:5]=[CH:6][CH:7]=1. The yield is 0.990. (2) The reactants are [CH3:1][O:2][C:3](=[O:15])[C:4]1[CH:9]=[C:8]([O:10][CH3:11])[CH:7]=[C:6]([O:12][CH3:13])[C:5]=1Br. The catalyst is CN(C=O)C. The product is [CH3:1][O:2][C:3]([C:4]1[C:5]([C:9]2[C:4]([C:3]([O:2][CH3:1])=[O:15])=[CH:5][C:6]([O:12][CH3:13])=[CH:7][C:8]=2[O:10][CH3:11])=[C:6]([O:12][CH3:13])[CH:7]=[C:8]([O:10][CH3:11])[CH:9]=1)=[O:15]. The yield is 0.680. (3) The reactants are Cl[C:2]1[CH:3]=[CH:4][C:5]2[O:14][CH2:13][CH2:12][C:11]3[CH:10]=[C:9]([C:15]4[N:16]([C:20]5[CH:25]=[CH:24][C:23]([F:26])=[CH:22][C:21]=5[F:27])[N:17]=[CH:18][N:19]=4)[S:8][C:7]=3[C:6]=2[N:28]=1.CC1(C)C(C)(C)OB([C:37]2[CH:38]=[CH:39][C:40]([NH2:43])=[N:41][CH:42]=2)O1.C([O-])([O-])=O.[Cs+].[Cs+]. The catalyst is C1C=CC(P(C2C=CC=CC=2)[C-]2C=CC=C2)=CC=1.C1C=CC(P(C2C=CC=CC=2)[C-]2C=CC=C2)=CC=1.Cl[Pd]Cl.[Fe+2].CC#N.O. The product is [F:27][C:21]1[CH:22]=[C:23]([F:26])[CH:24]=[CH:25][C:20]=1[N:16]1[C:15]([C:9]2[S:8][C:7]3[C:6]4[N:28]=[C:2]([C:37]5[CH:38]=[CH:39][C:40]([NH2:43])=[N:41][CH:42]=5)[CH:3]=[CH:4][C:5]=4[O:14][CH2:13][CH2:12][C:11]=3[CH:10]=2)=[N:19][CH:18]=[N:17]1. The yield is 0.380. (4) The reactants are [CH3:1][C:2]1[CH:3]=[C:4]([CH:9]=[C:10]([C:14]2[CH:19]=[CH:18][C:17]([O:20][C:21]3[CH:26]=[CH:25][C:24]([CH:27]=O)=[CH:23][CH:22]=3)=[CH:16][CH:15]=2)[C:11]([OH:13])=[O:12])[CH:5]=[C:6]([CH3:8])[CH:7]=1.[S:29]1[CH2:33][C:32](=[O:34])[NH:31][C:30]1=[O:35].C(O)(=O)C1C=CC=CC=1.N1CCCCC1. No catalyst specified. The product is [CH3:8][C:6]1[CH:5]=[C:4]([CH:9]=[C:10]([C:14]2[CH:19]=[CH:18][C:17]([O:20][C:21]3[CH:22]=[CH:23][C:24]([CH:27]=[C:33]4[S:29][C:30](=[O:35])[NH:31][C:32]4=[O:34])=[CH:25][CH:26]=3)=[CH:16][CH:15]=2)[C:11]([OH:13])=[O:12])[CH:3]=[C:2]([CH3:1])[CH:7]=1. The yield is 0.930. (5) The reactants are [C:1]1([C@@H:13]2[C@H:18]([CH3:19])[CH2:17][CH2:16][N:15](C(OC(C)(C)C)=O)[CH2:14]2)[N:5]2[C:6]3[CH:12]=[CH:11][NH:10][C:7]=3[N:8]=[CH:9][C:4]2=[CH:3][N:2]=1.[ClH:27]. The catalyst is O1CCOCC1. The product is [ClH:27].[CH3:19][C@@H:18]1[CH2:17][CH2:16][NH:15][CH2:14][C@@H:13]1[C:1]1[N:5]2[C:6]3[CH:12]=[CH:11][NH:10][C:7]=3[N:8]=[CH:9][C:4]2=[CH:3][N:2]=1. The yield is 0.890.